Dataset: Forward reaction prediction with 1.9M reactions from USPTO patents (1976-2016). Task: Predict the product of the given reaction. Given the reactants [CH2:1]1[C:14]2[C:13]3[CH:12]=[CH:11][CH:10]=[CH:9][C:8]=3[NH:7][C:6]=2[CH:5]2[CH2:15][CH2:16][N:2]1[CH2:3][CH2:4]2.Br[C:18]1[CH:19]=[CH:20][C:21]2[N:22]([CH:28]=1)[C:23](=[O:27])[CH:24]=[CH:25][N:26]=2, predict the reaction product. The product is: [CH2:1]1[C:14]2[C:13]3[CH:12]=[CH:11][CH:10]=[CH:9][C:8]=3[N:7]([C:18]3[CH:19]=[CH:20][C:21]4[N:22]([CH:28]=3)[C:23](=[O:27])[CH:24]=[CH:25][N:26]=4)[C:6]=2[CH:5]2[CH2:4][CH2:3][N:2]1[CH2:16][CH2:15]2.